Dataset: Reaction yield outcomes from USPTO patents with 853,638 reactions. Task: Predict the reaction yield, written as a fraction of the theoretical maximum amount of product (1.0 means a 100% yield; for example, 0.34 means a 34% yield). (1) The reactants are [C:1]([NH:3][C:4]([NH2:6])=[NH:5])#[N:2].[Cl:7][C:8]1[CH:13]=[CH:12][C:11]([N:14]=[C:15]=[N:16][C:17]2[CH:22]=[CH:21][CH:20]=[C:19]([Cl:23])[C:18]=2[F:24])=[C:10]([O:25][Si](C(C)(C)C)(C)C)[C:9]=1[S:33]([N:36]([CH3:38])[CH3:37])(=[O:35])=[O:34].[N:39]#[C:40]N.C([N:45](CC)C(C)C)(C)C.[F-].[Cs+]. No catalyst specified. The product is [C:1]([NH:3][C:4]([NH2:6])=[NH:5])#[N:2].[Cl:7][C:8]1[CH:13]=[CH:12][C:11]([N:14]([C:40]#[N:39])[C:15]([NH:16][C:17]2[CH:22]=[CH:21][CH:20]=[C:19]([Cl:23])[C:18]=2[F:24])=[NH:45])=[C:10]([OH:25])[C:9]=1[S:33]([N:36]([CH3:38])[CH3:37])(=[O:34])=[O:35]. The yield is 0.400. (2) The reactants are C[N:2]([CH:4]=[C:5]1[CH2:10][CH2:9][N:8]([C:11]([O:13][C:14]([CH3:17])([CH3:16])[CH3:15])=[O:12])[CH2:7][C:6]1=O)C.O.[NH2:20]N. The catalyst is CCO. The product is [NH:20]1[C:6]2[CH2:7][N:8]([C:11]([O:13][C:14]([CH3:17])([CH3:16])[CH3:15])=[O:12])[CH2:9][CH2:10][C:5]=2[CH:4]=[N:2]1. The yield is 0.900.